The task is: Predict which catalyst facilitates the given reaction.. This data is from Catalyst prediction with 721,799 reactions and 888 catalyst types from USPTO. (1) The catalyst class is: 2. Product: [CH2:1]([O:3][C:4]([C:6]1([CH2:9][NH:10][CH:11]2[CH2:16][CH2:15][CH2:14][CH2:13][CH2:12]2)[CH2:8][CH2:7]1)=[O:5])[CH3:2]. Reactant: [CH2:1]([O:3][C:4]([C:6]1([CH2:9][NH2:10])[CH2:8][CH2:7]1)=[O:5])[CH3:2].[C:11]1(=O)[CH2:16][CH2:15][CH2:14][CH2:13][CH2:12]1.C([O-])(=O)C.[Na+].C(O[BH-](OC(=O)C)OC(=O)C)(=O)C.[Na+]. (2) Reactant: [CH3:1][CH:2]1[CH2:10][C:9]2[C:4](=[CH:5][CH:6]=[CH:7][CH:8]=2)[NH:3]1.N1C=CC=CC=1.[CH2:17]([O:24][C:25]1[C:33]([Cl:34])=[CH:32][C:28]([C:29](Cl)=[O:30])=[CH:27][C:26]=1[Cl:35])[C:18]1[CH:23]=[CH:22][CH:21]=[CH:20][CH:19]=1. Product: [CH2:17]([O:24][C:25]1[C:26]([Cl:35])=[CH:27][C:28]([C:29]([N:3]2[C:4]3[C:9](=[CH:8][CH:7]=[CH:6][CH:5]=3)[CH2:10][CH:2]2[CH3:1])=[O:30])=[CH:32][C:33]=1[Cl:34])[C:18]1[CH:19]=[CH:20][CH:21]=[CH:22][CH:23]=1. The catalyst class is: 2. (3) Reactant: Cl[C:2]1[CH:7]=[C:6]([Cl:8])[N:5]=[C:4]([NH:9][CH3:10])[N:3]=1.CCN(C(C)C)C(C)C.[CH3:20][C@@H:21]1[CH2:26][O:25][CH2:24][CH2:23][NH:22]1. Product: [Cl:8][C:6]1[CH:7]=[C:2]([N:22]2[CH2:23][CH2:24][O:25][CH2:26][C@H:21]2[CH3:20])[N:3]=[C:4]([NH:9][CH3:10])[N:5]=1. The catalyst class is: 8. (4) Reactant: [C:1]1([C:7]2[CH:16]=[C:15]([C:17](O)=[O:18])[C:14]3[C:9](=[CH:10][CH:11]=[CH:12][CH:13]=3)[N:8]=2)[CH:6]=[CH:5][CH:4]=[CH:3][CH:2]=1.[CH3:20][C@H:21]([NH2:28])[C:22]1[CH:27]=[CH:26][CH:25]=[CH:24][CH:23]=1.CCN(C(C)C)C(C)C.CN(C(ON1N=NC2C=CC=CC1=2)=[N+](C)C)C.F[P-](F)(F)(F)(F)F. Product: [C:22]1([CH:21]([NH:28][C:17]([C:15]2[C:14]3[C:9](=[CH:10][CH:11]=[CH:12][CH:13]=3)[N:8]=[C:7]([C:1]3[CH:6]=[CH:5][CH:4]=[CH:3][CH:2]=3)[CH:16]=2)=[O:18])[CH3:20])[CH:27]=[CH:26][CH:25]=[CH:24][CH:23]=1. The catalyst class is: 2. (5) Reactant: [C:1]([N:5]1[CH2:14][CH2:13][C:12]2[C:7](=[CH:8][CH:9]=[C:10]([NH:15]CC3C=CC(OC)=CC=3)[CH:11]=2)[CH2:6]1)([CH3:4])([CH3:3])[CH3:2]. Product: [C:1]([N:5]1[CH2:14][CH2:13][C:12]2[C:7](=[CH:8][CH:9]=[C:10]([NH2:15])[CH:11]=2)[CH2:6]1)([CH3:4])([CH3:2])[CH3:3]. The catalyst class is: 67. (6) Reactant: [Cl:1][C:2]1[CH:10]=[C:9]2[C:5]([C:6]([C:11]([O:13]C)=[O:12])=[CH:7][NH:8]2)=[CH:4][C:3]=1[C:15]1[CH:20]=[CH:19][C:18]([O:21][CH2:22][CH2:23][CH2:24][N:25]2[CH2:30][CH2:29][NH:28][CH2:27][CH2:26]2)=[CH:17][CH:16]=1.[OH-].[Na+]. Product: [Cl:1][C:2]1[CH:10]=[C:9]2[C:5]([C:6]([C:11]([OH:13])=[O:12])=[CH:7][NH:8]2)=[CH:4][C:3]=1[C:15]1[CH:16]=[CH:17][C:18]([O:21][CH2:22][CH2:23][CH2:24][N:25]2[CH2:26][CH2:27][NH:28][CH2:29][CH2:30]2)=[CH:19][CH:20]=1. The catalyst class is: 5. (7) Reactant: [NH2:1][C:2]1[N:7]=[C:6]([CH2:8][CH2:9][CH2:10][C:11](OCC)=[O:12])[CH:5]=[C:4]([NH:16][C:17]2[CH:22]=[CH:21][C:20]([O:23][C:24]3[CH:29]=[CH:28][N:27]=[C:26]4[NH:30][CH:31]=[CH:32][C:25]=34)=[C:19]([F:33])[CH:18]=2)[N:3]=1.[B-].[Na+]. Product: [NH2:1][C:2]1[N:7]=[C:6]([CH2:8][CH2:9][CH2:10][CH2:11][OH:12])[CH:5]=[C:4]([NH:16][C:17]2[CH:22]=[CH:21][C:20]([O:23][C:24]3[CH:29]=[CH:28][N:27]=[C:26]4[NH:30][CH:31]=[CH:32][C:25]=34)=[C:19]([F:33])[CH:18]=2)[N:3]=1. The catalyst class is: 8.